This data is from Reaction yield outcomes from USPTO patents with 853,638 reactions. The task is: Predict the reaction yield, written as a fraction of the theoretical maximum amount of product (1.0 means a 100% yield; for example, 0.34 means a 34% yield). (1) The reactants are [CH2:1]([N:3]1[CH:7]=[C:6]([C:8]2[CH:13]=[CH:12][N:11]=[C:10]3[NH:14][C:15]([C:17]4[CH:22]=[CH:21][C:20]([CH2:23][N:24]5[CH2:29][CH2:28][O:27][CH2:26][CH2:25]5)=[CH:19][CH:18]=4)=[CH:16][C:9]=23)[C:5]([C:30]2[CH:35]=[CH:34][C:33]([NH2:36])=[CH:32][CH:31]=2)=[N:4]1)[CH3:2].[CH2:37]([N:39]([CH2:42][CH3:43])[CH2:40]C)[CH3:38].ClC(OC(C)=C)=[O:46].N1CCCC1. The catalyst is O1CCCC1. The product is [CH2:1]([N:3]1[CH:7]=[C:6]([C:8]2[CH:13]=[CH:12][N:11]=[C:10]3[NH:14][C:15]([C:17]4[CH:22]=[CH:21][C:20]([CH2:23][N:24]5[CH2:29][CH2:28][O:27][CH2:26][CH2:25]5)=[CH:19][CH:18]=4)=[CH:16][C:9]=23)[C:5]([C:30]2[CH:35]=[CH:34][C:33]([NH:36][C:40]([N:39]3[CH2:42][CH2:43][CH2:38][CH2:37]3)=[O:46])=[CH:32][CH:31]=2)=[N:4]1)[CH3:2]. The yield is 0.370. (2) The reactants are C([O:8][CH:9]1[CH2:13][N:12]([C:14](=[O:35])[CH2:15][C:16]2[CH:21]=[CH:20][C:19]([NH:22][C:23]([NH:25][C:26]3[CH:31]=[CH:30][CH:29]=[CH:28][C:27]=3[CH3:32])=[O:24])=[C:18]([O:33][CH3:34])[CH:17]=2)[CH:11]([CH2:36][O:37][C:38]2[CH:46]=[CH:45][C:41]([C:42]([O-:44])=[O:43])=[CH:40][C:39]=2[O:47][CH3:48])[CH2:10]1)C1C=CC=CC=1.[CH3:49][C:50](O)=O.CCO. The catalyst is [Pd]. The product is [OH:8][CH:9]1[CH2:13][N:12]([C:14](=[O:35])[CH2:15][C:16]2[CH:21]=[CH:20][C:19]([NH:22][C:23]([NH:25][C:26]3[CH:31]=[CH:30][CH:29]=[CH:28][C:27]=3[CH3:32])=[O:24])=[C:18]([O:33][CH3:34])[CH:17]=2)[CH:11]([CH2:36][O:37][C:38]2[CH:46]=[CH:45][C:41]([C:42]([O:44][CH2:49][CH3:50])=[O:43])=[CH:40][C:39]=2[O:47][CH3:48])[CH2:10]1. The yield is 0.240. (3) The reactants are [CH3:1][N:2]1[C:7]2[CH:8]=[C:9]3[C:14]4([C:22]5[C:17](=[CH:18][CH:19]=[CH:20][CH:21]=5)[N:16]([CH2:23][C:24]5[O:25][C:26]([C:29]([F:32])([F:31])[F:30])=[CH:27][CH:28]=5)[C:15]4=[O:33])[CH2:13][O:12][C:10]3=[CH:11][C:6]=2[O:5][CH2:4][CH2:3]1.[ClH:34].O1CCOCC1. The catalyst is CO. The product is [ClH:34].[CH3:1][N:2]1[C:7]2[CH:8]=[C:9]3[C:14]4([C:22]5[C:17](=[CH:18][CH:19]=[CH:20][CH:21]=5)[N:16]([CH2:23][C:24]5[O:25][C:26]([C:29]([F:32])([F:31])[F:30])=[CH:27][CH:28]=5)[C:15]4=[O:33])[CH2:13][O:12][C:10]3=[CH:11][C:6]=2[O:5][CH2:4][CH2:3]1. The yield is 0.940. (4) The reactants are [Cl:1][C:2]1[CH:6]=[C:5]([C:7](O)=[O:8])[N:4]([CH3:10])[N:3]=1.O1CCCC1.C(Cl)(=O)C(Cl)=O.[NH2:22][C:23]1[CH:24]=[C:25]([CH:42]=[CH:43][C:44]=1[F:45])[O:26][C:27]1[CH:28]=[CH:29][C:30]2[N:31]([CH:33]=[C:34]([NH:36][C:37]([CH:39]3[CH2:41][CH2:40]3)=[O:38])[N:35]=2)[N:32]=1. The catalyst is CN(C)C=O.CN(C)C(=O)C. The product is [Cl:1][C:2]1[CH:6]=[C:5]([C:7]([NH:22][C:23]2[CH:24]=[C:25]([O:26][C:27]3[CH:28]=[CH:29][C:30]4[N:31]([CH:33]=[C:34]([NH:36][C:37]([CH:39]5[CH2:41][CH2:40]5)=[O:38])[N:35]=4)[N:32]=3)[CH:42]=[CH:43][C:44]=2[F:45])=[O:8])[N:4]([CH3:10])[N:3]=1. The yield is 0.710.